Dataset: Catalyst prediction with 721,799 reactions and 888 catalyst types from USPTO. Task: Predict which catalyst facilitates the given reaction. Reactant: ClCCC[N:5]1[C:9]2[CH:10]=[C:11]([O:14][CH3:15])[CH:12]=[CH:13][C:8]=2[N:7]=[N:6]1.[O:16]1[C:20]2[CH:21]=[CH:22][CH:23]=[CH:24][C:19]=2[C:18]([CH:25]2[CH2:30][CH2:29][NH:28][CH2:27][CH2:26]2)=[N:17]1.[CH:31](N(C(C)C)CC)([CH3:33])[CH3:32].[I-].[K+]. Product: [O:14]([C:11]1[CH:12]=[C:13]([CH2:32][CH2:31][CH2:33][N:28]2[CH2:29][CH2:30][CH:25]([C:18]3[C:19]4[CH:24]=[CH:23][CH:22]=[CH:21][C:20]=4[O:16][N:17]=3)[CH2:26][CH2:27]2)[C:8]2[N:7]=[N:6][NH:5][C:9]=2[CH:10]=1)[CH3:15]. The catalyst class is: 10.